This data is from Reaction yield outcomes from USPTO patents with 853,638 reactions. The task is: Predict the reaction yield, written as a fraction of the theoretical maximum amount of product (1.0 means a 100% yield; for example, 0.34 means a 34% yield). (1) The reactants are [CH3:1][O:2][C:3]1[CH:8]=[CH:7][C:6]([OH:9])=[CH:5][CH:4]=1.CCCCCCC.[C:17](#[N:20])[CH:18]=[CH2:19]. No catalyst specified. The product is [CH3:1][O:2][C:3]1[CH:8]=[CH:7][C:6]([O:9][CH2:19][CH2:18][C:17]#[N:20])=[CH:5][CH:4]=1. The yield is 0.769. (2) The reactants are C(NC(C)C)(C)C.CCCCCC.[F:14][C:15]1([F:22])[CH2:20][CH2:19][C:18](=[O:21])[CH2:17][CH2:16]1.Cl[Si:24]([CH3:27])([CH3:26])[CH3:25].C(N(CC)CC)C.C(=O)([O-])O.[Na+]. The yield is 0.560. The product is [F:14][C:15]1([F:22])[CH2:20][CH2:19][C:18]([O:21][Si:24]([CH3:27])([CH3:26])[CH3:25])=[CH:17][CH2:16]1. The catalyst is C1COCC1.C([Li])CCC. (3) The reactants are Cl[CH2:2][CH2:3][C:4]([NH:6][C:7]1[CH:12]=[CH:11][CH:10]=[CH:9][C:8]=1[OH:13])=[O:5].[Cl-].[Al+3].[Cl-].[Cl-]. No catalyst specified. The product is [OH:13][C:8]1[CH:9]=[CH:10][CH:11]=[C:12]2[C:7]=1[NH:6][C:4](=[O:5])[CH2:3][CH2:2]2. The yield is 0.465.